This data is from Forward reaction prediction with 1.9M reactions from USPTO patents (1976-2016). The task is: Predict the product of the given reaction. (1) Given the reactants [N+](C1C=C([N+]([O-])=O)C=CC=1[O-])([O-])=O.[NH2:14][N+:15]1[CH:20]=[CH:19][CH:18]=[C:17]([CH2:21][OH:22])[CH:16]=1.C(=O)([O-])[O-].[K+].[K+].[C:29]([O:34][CH2:35][CH3:36])(=[O:33])[C:30]#[C:31][CH3:32].O, predict the reaction product. The product is: [OH:22][CH2:21][C:17]1[C:16]2[N:15]([N:14]=[C:31]([CH3:32])[C:30]=2[C:29]([O:34][CH2:35][CH3:36])=[O:33])[CH:20]=[CH:19][CH:18]=1. (2) Given the reactants C([O-])(=O)C.[Na+].[CH3:6][C:7]1[CH:12]=[C:11]([CH2:13][CH2:14][CH3:15])[NH:10][C:9](=[O:16])[C:8]=1[C:17]#[N:18], predict the reaction product. The product is: [NH2:18][CH2:17][C:8]1[C:9](=[O:16])[NH:10][C:11]([CH2:13][CH2:14][CH3:15])=[CH:12][C:7]=1[CH3:6].